Dataset: Full USPTO retrosynthesis dataset with 1.9M reactions from patents (1976-2016). Task: Predict the reactants needed to synthesize the given product. (1) Given the product [NH2:12][CH2:2][N:3]1[CH2:7][CH:6]([CH2:8][CH2:9][CH3:10])[CH2:5][C:4]1=[O:11], predict the reactants needed to synthesize it. The reactants are: Cl[CH2:2][N:3]1[CH2:7][CH:6]([CH2:8][CH2:9][CH3:10])[CH2:5][C:4]1=[O:11].[NH3:12]. (2) Given the product [OH:30][C@H:29]([CH2:22][C:23]1[CH:28]=[CH:27][CH:26]=[CH:25][CH:24]=1)[CH2:31][N:1]1[CH2:6][CH2:5][CH2:4][C:3]2([O:11][C:10]3[C:12]4[C:17]([C:18](=[O:21])[C:19](=[O:20])[C:9]=3[S:8][CH2:7]2)=[CH:16][CH:15]=[CH:14][CH:13]=4)[CH2:2]1, predict the reactants needed to synthesize it. The reactants are: [NH:1]1[CH2:6][CH2:5][CH2:4][C:3]2([O:11][C:10]3[C:12]4[C:17]([C:18](=[O:21])[C:19](=[O:20])[C:9]=3[S:8][CH2:7]2)=[CH:16][CH:15]=[CH:14][CH:13]=4)[CH2:2]1.[CH2:22]([C@@H:29]1[CH2:31][O:30]1)[C:23]1[CH:28]=[CH:27][CH:26]=[CH:25][CH:24]=1. (3) The reactants are: [CH3:1][N:2]1[CH2:7][CH2:6][CH2:5][C:4]([CH2:24][C:25]([O:27][CH3:28])=[O:26])([NH:8][C:9]([C:11]2[O:12][C:13]([CH2:16][CH2:17][C:18]3[CH:23]=[CH:22][CH:21]=[CH:20][CH:19]=3)=[CH:14][CH:15]=2)=[O:10])[CH2:3]1.[CH3:29][I:30]. Given the product [I-:30].[CH3:28][O:27][C:25](=[O:26])[CH2:24][C:4]1([NH:8][C:9]([C:11]2[O:12][C:13]([CH2:16][CH2:17][C:18]3[CH:23]=[CH:22][CH:21]=[CH:20][CH:19]=3)=[CH:14][CH:15]=2)=[O:10])[CH2:5][CH2:6][CH2:7][N+:2]([CH3:29])([CH3:1])[CH2:3]1, predict the reactants needed to synthesize it. (4) Given the product [CH3:1][S:2][C:3]1[C:4]2[CH:11]=[C:10]3[N:9]([C:5]=2[N:6]=[CH:7][CH:8]=1)[CH2:19][CH2:20][CH:21]([C:22]([O:24][CH2:25][CH3:26])=[O:23])[C:12]3=[O:14], predict the reactants needed to synthesize it. The reactants are: [CH3:1][S:2][C:3]1[CH:8]=[CH:7][N:6]=[C:5]2[NH:9][C:10]([C:12]([O:14]C)=O)=[CH:11][C:4]=12.[H-].[Na+].Br[CH2:19][CH2:20][CH2:21][C:22]([O:24][CH2:25][CH3:26])=[O:23].[NH4+].[Cl-]. (5) Given the product [Cl:1][C:2]1[CH:7]=[CH:6][N:5]=[C:4]([NH:13][C:16]([NH:54][C@H:51]2[CH2:50][C@H:49]3[C@:45]([C:39]4[CH:40]=[CH:41][C:42]([O:43][CH3:44])=[C:37]([O:36][CH3:35])[CH:38]=4)([CH2:46][CH2:47][N:48]3[CH3:55])[CH2:53][CH2:52]2)=[O:25])[CH:3]=1, predict the reactants needed to synthesize it. The reactants are: [Cl:1][C:2]1[CH:7]=[CH:6][N:5]=[C:4](C(O)=O)[CH:3]=1.CC[N:13]([CH2:16]C)CC.C1(P(N=[N+]=[N-])(C2C=CC=CC=2)=[O:25])C=CC=CC=1.[CH3:35][O:36][C:37]1[CH:38]=[C:39]([C@@:45]23[CH2:53][CH2:52][C@@H:51]([NH2:54])[CH2:50][C@@H:49]2[N:48]([CH3:55])[CH2:47][CH2:46]3)[CH:40]=[CH:41][C:42]=1[O:43][CH3:44]. (6) Given the product [OH:16][C:2]1[CH:3]=[CH:4][C:5]([O:8][CH3:9])=[N:6][CH:7]=1, predict the reactants needed to synthesize it. The reactants are: Br[C:2]1[CH:3]=[CH:4][C:5]([O:8][CH3:9])=[N:6][CH:7]=1.C([Li])CCC.B(OC)(OC)[O:16]C.[OH-].[Na+].OO.Cl.